Task: Predict the reaction yield, written as a fraction of the theoretical maximum amount of product (1.0 means a 100% yield; for example, 0.34 means a 34% yield).. Dataset: Reaction yield outcomes from USPTO patents with 853,638 reactions (1) The reactants are [CH3:1][C:2]1[CH:7]=[C:6]([N+:8]([O-])=O)[CH:5]=[CH:4][C:3]=1[NH:11][C:12](=[O:19])[C:13]1[CH:18]=[CH:17][CH:16]=[CH:15][CH:14]=1.O.O.[Sn](Cl)Cl.C([O-])(O)=O.[Na+]. The catalyst is C(OCC)(=O)C. The product is [NH2:8][C:6]1[CH:5]=[CH:4][C:3]([NH:11][C:12](=[O:19])[C:13]2[CH:18]=[CH:17][CH:16]=[CH:15][CH:14]=2)=[C:2]([CH3:1])[CH:7]=1. The yield is 0.970. (2) The reactants are [CH3:1][O:2][C:3]1[CH:8]=[CH:7][C:6]([NH:9][CH:10]=[C:11]2[C:16](=[O:17])OC(C)(C)OC2=O)=[CH:5][C:4]=1[O:21][CH2:22][CH2:23][O:24][CH3:25]. The catalyst is C1C=CC(C2C=CC=CC=2)=CC=1.C1C=CC(OC2C=CC=CC=2)=CC=1. The product is [CH3:1][O:2][C:3]1[CH:8]=[C:7]2[C:6](=[CH:5][C:4]=1[O:21][CH2:22][CH2:23][O:24][CH3:25])[NH:9][CH:10]=[CH:11][C:16]2=[O:17]. The yield is 0.940. (3) The reactants are CO[C:3]1[CH:8]=[CH:7][C:6]([C@@H:9]([N:11]([CH2:22][C:23]2[N:24]=[C:25]3[CH:30]=[CH:29][CH:28]=[C:27]([N:31]4[CH2:36][CH2:35][N:34]([CH3:37])[CH2:33][CH2:32]4)[N:26]3[CH:38]=2)[C@@H:12]2[C:21]3[N:20]=[CH:19][CH:18]=[CH:17][C:16]=3[CH2:15][CH2:14][CH2:13]2)C)=[CH:5][CH:4]=1.[Br:39]C1C=CC(C=O)=CC=1. No catalyst specified. The product is [Br:39][C:3]1[CH:8]=[CH:7][C:6]([CH2:9][N:11]([CH2:22][C:23]2[N:24]=[C:25]3[CH:30]=[CH:29][CH:28]=[C:27]([N:31]4[CH2:36][CH2:35][N:34]([CH3:37])[CH2:33][CH2:32]4)[N:26]3[CH:38]=2)[C@@H:12]2[C:21]3[N:20]=[CH:19][CH:18]=[CH:17][C:16]=3[CH2:15][CH2:14][CH2:13]2)=[CH:5][CH:4]=1. The yield is 0.750. (4) The reactants are I.[Cl:2][C:3]1[C:4]2[C:5]3[C:6](=[C:20]([CH3:23])[O:21][N:22]=3)[C:7](=[O:19])[N:8]([CH:13]3[CH2:18][CH2:17][CH2:16][NH:15][CH2:14]3)[C:9]=2[CH:10]=[CH:11][CH:12]=1.[C:24](O)(=[O:33])[CH2:25][CH2:26][C:27]1[CH:32]=[CH:31][CH:30]=[CH:29][CH:28]=1.Cl.CN(C)CCCN=C=NCC.ON1C2N=CC=CC=2N=N1.C(N(CC)CC)C. The catalyst is CN(C)C1C=CN=CC=1.CN(C)C=O. The product is [Cl:2][C:3]1[C:4]2[C:5]3[C:6](=[C:20]([CH3:23])[O:21][N:22]=3)[C:7](=[O:19])[N:8]([CH:13]3[CH2:18][CH2:17][CH2:16][N:15]([C:24](=[O:33])[CH2:25][CH2:26][C:27]4[CH:32]=[CH:31][CH:30]=[CH:29][CH:28]=4)[CH2:14]3)[C:9]=2[CH:10]=[CH:11][CH:12]=1. The yield is 0.780. (5) The reactants are [CH2:1]([O:4][N:5]([C@H:18]1[CH2:23][N:22]([C:24]([O:26][C:27]([CH3:30])([CH3:29])[CH3:28])=[O:25])[C@H:21]([CH2:31][OH:32])[CH:20]=[C:19]1[C:33](=[O:37])[N:34]([CH3:36])[CH3:35])[S:6]([C:9]1[CH:14]=[CH:13][CH:12]=[CH:11][C:10]=1[N+:15]([O-:17])=[O:16])(=[O:8])=[O:7])[CH:2]=[CH2:3].I[CH3:39]. The catalyst is C(#N)C.[Ag]=O. The product is [CH2:1]([O:4][N:5]([C@H:18]1[CH2:23][N:22]([C:24]([O:26][C:27]([CH3:29])([CH3:30])[CH3:28])=[O:25])[C@H:21]([CH2:31][O:32][CH3:39])[CH:20]=[C:19]1[C:33](=[O:37])[N:34]([CH3:35])[CH3:36])[S:6]([C:9]1[CH:14]=[CH:13][CH:12]=[CH:11][C:10]=1[N+:15]([O-:17])=[O:16])(=[O:8])=[O:7])[CH:2]=[CH2:3]. The yield is 0.980.